Dataset: Forward reaction prediction with 1.9M reactions from USPTO patents (1976-2016). Task: Predict the product of the given reaction. (1) Given the reactants [CH3:1][C:2](=[O:14])[CH2:3][CH2:4][CH2:5][CH2:6][CH2:7][CH2:8][CH2:9][CH2:10][CH2:11][CH2:12][CH3:13].[OH:15][CH2:16][CH:17]([CH2:19][OH:20])O.C1C=CC=CC=1.C1(C)C=CC(S(O)(=O)=O)=CC=1, predict the reaction product. The product is: [OH:15][CH2:16][CH:17]1[CH2:19][O:20][C:2]([CH3:1])([CH2:3][CH2:4][CH2:5][CH2:6][CH2:7][CH2:8][CH2:9][CH2:10][CH2:11][CH2:12][CH3:13])[O:14]1. (2) Given the reactants [O:1]=[C:2]([C:6]1[CH:11]=[CH:10][CH:9]=[CH:8][CH:7]=1)[C:3]([OH:5])=[O:4].[N+:12]([O-])([O-:14])=[O:13].[K+], predict the reaction product. The product is: [N+:12]([C:8]1[CH:7]=[C:6]([C:2](=[O:1])[C:3]([OH:5])=[O:4])[CH:11]=[CH:10][CH:9]=1)([O-:14])=[O:13]. (3) Given the reactants [Cl:1][C:2]1[CH:3]=[C:4]([CH:9]=[C:10]([Cl:29])[C:11]=1[C:12]([C:14]1[C:22]2[C:17](=[C:18]([NH:23][C:24]([CH:26]3[CH2:28][CH2:27]3)=[O:25])[N:19]=[CH:20][CH:21]=2)[NH:16][CH:15]=1)=[O:13])[C:5]([O:7]C)=[O:6].[OH-].[Na+].O.Cl, predict the reaction product. The product is: [Cl:29][C:10]1[CH:9]=[C:4]([CH:3]=[C:2]([Cl:1])[C:11]=1[C:12]([C:14]1[C:22]2[C:17](=[C:18]([NH:23][C:24]([CH:26]3[CH2:28][CH2:27]3)=[O:25])[N:19]=[CH:20][CH:21]=2)[NH:16][CH:15]=1)=[O:13])[C:5]([OH:7])=[O:6]. (4) Given the reactants [C:1]([O:4][C@H:5]1[CH2:21][C@@H:20]2[C@@:8]([CH3:24])([CH:9]3[CH:17]([CH2:18][CH2:19]2)[CH:16]2[C@@:12]([CH3:23])([C:13](=O)[CH2:14][CH2:15]2)[CH2:11][CH2:10]3)[CH2:7][CH2:6]1)(=[O:3])[CH3:2].P(Cl)(Cl)([Cl:27])=O.CN(C)[CH:32]=[O:33], predict the reaction product. The product is: [C:1]([O:4][C@H:5]1[CH2:21][C@@H:20]2[C@@:8]([CH3:24])([CH:9]3[CH:17]([CH2:18][CH2:19]2)[CH:16]2[C@@:12]([CH3:23])([C:13]([Cl:27])=[C:14]([CH:32]=[O:33])[CH2:15]2)[CH2:11][CH2:10]3)[CH2:7][CH2:6]1)(=[O:3])[CH3:2].